Regression. Given a peptide amino acid sequence and an MHC pseudo amino acid sequence, predict their binding affinity value. This is MHC class I binding data. From a dataset of Peptide-MHC class I binding affinity with 185,985 pairs from IEDB/IMGT. The MHC is HLA-B40:01 with pseudo-sequence HLA-B40:01. The peptide sequence is FLADYRGKT. The binding affinity (normalized) is 0.0847.